Dataset: Forward reaction prediction with 1.9M reactions from USPTO patents (1976-2016). Task: Predict the product of the given reaction. (1) The product is: [F:1][C:2]1[CH:3]=[C:4]([CH:13]=[CH:14][CH:15]=1)[O:5][C:6]1[S:10][C:9]([CH2:11][NH2:12])=[CH:8][CH:7]=1. Given the reactants [F:1][C:2]1[CH:3]=[C:4]([CH:13]=[CH:14][CH:15]=1)[O:5][C:6]1[S:10][C:9]([C:11]#[N:12])=[CH:8][CH:7]=1.[H-].[Al+3].[Li+].[H-].[H-].[H-].O.C(OCC)(=O)C, predict the reaction product. (2) Given the reactants [CH2:1]([C:3]1[CH:4]=[C:5]([CH:15]=[CH:16][C:17]=1[CH3:18])[S:6][C:7]1[CH:14]=[CH:13][C:10]([C:11]#[N:12])=[CH:9][CH:8]=1)[CH3:2].C1COCC1.[H-].[Al+3].[Li+].[H-].[H-].[H-].[OH-].[Na+], predict the reaction product. The product is: [CH2:1]([C:3]1[CH:4]=[C:5]([CH:15]=[CH:16][C:17]=1[CH3:18])[S:6][C:7]1[CH:14]=[CH:13][C:10]([CH2:11][NH2:12])=[CH:9][CH:8]=1)[CH3:2]. (3) Given the reactants [O:1]1[CH2:6][CH2:5][N:4]([C:7]2[CH:8]=[C:9]([CH:13]=[C:14]([N+:16]([O-:18])=[O:17])[CH:15]=2)[C:10]([OH:12])=O)[CH2:3][CH2:2]1.C(Cl)CCl.[CH3:23][NH2:24].C1COCC1, predict the reaction product. The product is: [CH3:23][NH:24][C:10](=[O:12])[C:9]1[CH:13]=[C:14]([N+:16]([O-:18])=[O:17])[CH:15]=[C:7]([N:4]2[CH2:3][CH2:2][O:1][CH2:6][CH2:5]2)[CH:8]=1. (4) Given the reactants [NH2:1][C:2]1[CH:7]=[CH:6][C:5]([CH2:8][CH2:9][NH:10][S:11]([CH3:14])(=[O:13])=[O:12])=[CH:4][CH:3]=1.[CH3:15][O:16][NH:17][C:18]([C:20]1[C:21](=[O:43])[C:22]2[CH:27]=[N:26][C:25](S(C)(=O)=O)=[N:24][C:23]=2[N:32]([C:34]2[CH:35]=[C:36]3[C:40](=[CH:41][CH:42]=2)[CH2:39][CH2:38][CH2:37]3)[CH:33]=1)=[O:19], predict the reaction product. The product is: [CH3:15][O:16][NH:17][C:18]([C:20]1[C:21](=[O:43])[C:22]2[CH:27]=[N:26][C:25]([NH:1][C:2]3[CH:3]=[CH:4][C:5]([CH2:8][CH2:9][NH:10][S:11]([CH3:14])(=[O:13])=[O:12])=[CH:6][CH:7]=3)=[N:24][C:23]=2[N:32]([C:34]2[CH:35]=[C:36]3[C:40](=[CH:41][CH:42]=2)[CH2:39][CH2:38][CH2:37]3)[CH:33]=1)=[O:19]. (5) Given the reactants [F:1][C:2]1[CH:7]=[CH:6][C:5]([N:8]2[C:16]3[C:11](=[CH:12][C:13]4[CH:21]([C:22]#[N:23])[C:20](OC)([O:24]C)[CH2:19][CH2:18][CH2:17][C:14]=4[CH:15]=3)[CH:10]=[N:9]2)=[CH:4][CH:3]=1, predict the reaction product. The product is: [F:1][C:2]1[CH:7]=[CH:6][C:5]([N:8]2[C:16]3[C:11](=[CH:12][C:13]4[C:21]([C:22]#[N:23])=[C:20]([OH:24])[CH2:19][CH2:18][CH2:17][C:14]=4[CH:15]=3)[CH:10]=[N:9]2)=[CH:4][CH:3]=1. (6) The product is: [C:21]([O:20][C:18]([CH2:17][CH2:16][C:13]1[O:12][C:11]([C:9]([OH:10])=[O:8])=[CH:15][CH:14]=1)=[O:19])([CH3:24])([CH3:22])[CH3:23]. Given the reactants C([O:8][C:9]([C:11]1[O:12][C:13]([CH:16]=[CH:17][C:18]([O:20][C:21]([CH3:24])([CH3:23])[CH3:22])=[O:19])=[CH:14][CH:15]=1)=[O:10])C1C=CC=CC=1, predict the reaction product. (7) Given the reactants [C:1]([O:5][C:6]([NH:8][C@@H:9]([C@H:13]([C:17]1[CH:22]=[CH:21][C:20]([C:23]([F:26])([F:25])[F:24])=[CH:19][CH:18]=1)/[CH:14]=[CH:15]/[CH3:16])[C:10]([OH:12])=[O:11])=[O:7])([CH3:4])([CH3:3])[CH3:2].CO.[Si](C=[N+]=[N-])(C)(C)[CH3:30], predict the reaction product. The product is: [C:1]([O:5][C:6]([NH:8][C@@H:9]([C@H:13]([C:17]1[CH:22]=[CH:21][C:20]([C:23]([F:24])([F:25])[F:26])=[CH:19][CH:18]=1)/[CH:14]=[CH:15]/[CH3:16])[C:10]([O:12][CH3:30])=[O:11])=[O:7])([CH3:2])([CH3:3])[CH3:4]. (8) Given the reactants [CH:1]([N:3]1[CH2:7][CH2:6][CH2:5][C:4]1=[O:8])=[CH2:2].[C:9]([OH:13])(=[O:12])[CH:10]=[CH2:11].N(C(C)(C)C#N)=NC(C)(C)C#N, predict the reaction product. The product is: [C:9]([OH:13])(=[O:12])[CH:10]=[CH2:11].[CH:1]([N:3]1[CH2:7][CH2:6][CH2:5][C:4]1=[O:8])=[CH2:2]. (9) Given the reactants [O:1]([C:8]1[CH:13]=[CH:12][C:11]([C:14](=O)[C:15]([O:17][CH2:18][CH3:19])=[O:16])=[CH:10][CH:9]=1)[C:2]1[CH:7]=[CH:6][CH:5]=[CH:4][CH:3]=1.Cl.[NH2:22][OH:23].C([O-])(=O)C.[Na+], predict the reaction product. The product is: [OH:23]/[N:22]=[C:14](\[C:11]1[CH:12]=[CH:13][C:8]([O:1][C:2]2[CH:7]=[CH:6][CH:5]=[CH:4][CH:3]=2)=[CH:9][CH:10]=1)/[C:15]([O:17][CH2:18][CH3:19])=[O:16].